This data is from CYP2C19 inhibition data for predicting drug metabolism from PubChem BioAssay. The task is: Regression/Classification. Given a drug SMILES string, predict its absorption, distribution, metabolism, or excretion properties. Task type varies by dataset: regression for continuous measurements (e.g., permeability, clearance, half-life) or binary classification for categorical outcomes (e.g., BBB penetration, CYP inhibition). Dataset: cyp2c19_veith. (1) The result is 0 (non-inhibitor). The compound is COCCn1c(=O)c(-c2cc(F)cc(F)c2)nc2cnc(N3CCOCC3)nc21. (2) The drug is Cc1ccc(C(=O)c2cn(-c3ccc(F)c(Cl)c3)nn2)cc1. The result is 0 (non-inhibitor). (3) The drug is COc1cccc(Cn2c(=O)c(-c3cccc(C#N)c3)nc3cnc(N4CCN(C)CC4)nc32)c1. The result is 0 (non-inhibitor). (4) The molecule is Cc1ccc(NC(=O)c2ccc(CSc3nnc(-c4ccncc4)n3C)cc2)cc1. The result is 0 (non-inhibitor). (5) The molecule is C[C@H](NC(=O)c1ccc(Cl)c(Cl)c1)c1ccc(-c2ccccc2)cc1. The result is 1 (inhibitor). (6) The compound is CCCOc1ccc(-c2nc(OC)c3ccccc3n2)cc1. The result is 1 (inhibitor). (7) The molecule is CC(=O)C[C@H](c1ccc([N+](=O)[O-])cc1)c1c(O)c2ccccc2oc1=O. The result is 0 (non-inhibitor). (8) The compound is CC(=O)N1CCC2(CCCN(C(=O)Nc3cccc(F)c3)C2)CC1. The result is 0 (non-inhibitor). (9) The drug is O=C(O)[C@@H]1Cc2c([nH]c3ccccc23)[C@@H](CCCCO)N1. The result is 0 (non-inhibitor). (10) The drug is Cn1c(SCC(=O)N2CCN(S(=O)(=O)c3ccccc3)CC2)nc2ccccc21. The result is 1 (inhibitor).